From a dataset of NCI-60 drug combinations with 297,098 pairs across 59 cell lines. Regression. Given two drug SMILES strings and cell line genomic features, predict the synergy score measuring deviation from expected non-interaction effect. (1) Drug 1: CN(C)N=NC1=C(NC=N1)C(=O)N. Drug 2: C1=C(C(=O)NC(=O)N1)F. Cell line: BT-549. Synergy scores: CSS=29.9, Synergy_ZIP=-1.72, Synergy_Bliss=-4.55, Synergy_Loewe=-10.8, Synergy_HSA=-5.44. (2) Drug 1: C1=CC(=CC=C1CCC2=CNC3=C2C(=O)NC(=N3)N)C(=O)NC(CCC(=O)O)C(=O)O. Drug 2: CC=C1C(=O)NC(C(=O)OC2CC(=O)NC(C(=O)NC(CSSCCC=C2)C(=O)N1)C(C)C)C(C)C. Cell line: NCI/ADR-RES. Synergy scores: CSS=15.8, Synergy_ZIP=-2.07, Synergy_Bliss=-1.77, Synergy_Loewe=-1.21, Synergy_HSA=-0.897. (3) Drug 1: C1C(C(OC1N2C=C(C(=O)NC2=O)F)CO)O. Drug 2: C1C(C(OC1N2C=NC(=NC2=O)N)CO)O. Cell line: RPMI-8226. Synergy scores: CSS=37.4, Synergy_ZIP=-1.47, Synergy_Bliss=1.80, Synergy_Loewe=0.971, Synergy_HSA=6.28. (4) Drug 1: COC1=C(C=C2C(=C1)N=CN=C2NC3=CC(=C(C=C3)F)Cl)OCCCN4CCOCC4. Drug 2: CC(C1=C(C=CC(=C1Cl)F)Cl)OC2=C(N=CC(=C2)C3=CN(N=C3)C4CCNCC4)N. Cell line: SK-OV-3. Synergy scores: CSS=35.9, Synergy_ZIP=-8.76, Synergy_Bliss=-2.55, Synergy_Loewe=-4.33, Synergy_HSA=-1.53. (5) Drug 1: C1=CC=C(C=C1)NC(=O)CCCCCCC(=O)NO. Drug 2: CC1CCCC2(C(O2)CC(NC(=O)CC(C(C(=O)C(C1O)C)(C)C)O)C(=CC3=CSC(=N3)C)C)C. Cell line: SF-539. Synergy scores: CSS=57.6, Synergy_ZIP=4.41, Synergy_Bliss=7.32, Synergy_Loewe=-13.6, Synergy_HSA=4.64.